Dataset: Forward reaction prediction with 1.9M reactions from USPTO patents (1976-2016). Task: Predict the product of the given reaction. (1) Given the reactants [Cl:1][C:2]1[CH:3]=[C:4]([B:10]([OH:12])[OH:11])[CH:5]=[C:6]([O:8]C)[CH:7]=1.BrB(Br)Br, predict the reaction product. The product is: [Cl:1][C:2]1[CH:3]=[C:4]([B:10]([OH:12])[OH:11])[CH:5]=[C:6]([OH:8])[CH:7]=1. (2) Given the reactants [F:1][C:2]1[CH:10]=[C:9]([OH:11])[CH:8]=[CH:7][C:3]=1[C:4]([OH:6])=[O:5].C(N(CC)CC)C.[C:19](OC(=O)C)(=[O:21])[CH3:20], predict the reaction product. The product is: [C:19]([O:11][C:9]1[CH:8]=[CH:7][C:3]([C:4]([OH:6])=[O:5])=[C:2]([F:1])[CH:10]=1)(=[O:21])[CH3:20]. (3) Given the reactants FC(F)(F)C(O)=O.[F:8][C:9]1[C:14]([O:15][C:16]2[C:25]3[C:20](=[CH:21][CH:22]=[CH:23][CH:24]=3)[CH:19]=[CH:18][CH:17]=2)=[C:13]([N+:26]([O-:28])=[O:27])[CH:12]=[CH:11][C:10]=1[CH:29](C(OC(C)(C)C)=O)[C:30]([O:32]C(C)(C)C)=[O:31], predict the reaction product. The product is: [F:8][C:9]1[C:14]([O:15][C:16]2[C:25]3[C:20](=[CH:21][CH:22]=[CH:23][CH:24]=3)[CH:19]=[CH:18][CH:17]=2)=[C:13]([N+:26]([O-:28])=[O:27])[CH:12]=[CH:11][C:10]=1[CH2:29][C:30]([OH:32])=[O:31]. (4) Given the reactants Br[CH2:2][C:3]1[N:4]([CH3:28])[C:5]2[C:10]([N:11]=1)=[C:9]([N:12]1[CH2:17][CH2:16][O:15][CH2:14][CH2:13]1)[N:8]=[C:7]([N:18]1[C:22]3[CH:23]=[CH:24][CH:25]=[CH:26][C:21]=3[N:20]=[C:19]1[CH3:27])[N:6]=2.[NH2:29][CH2:30][C:31]([CH3:34])([OH:33])[CH3:32], predict the reaction product. The product is: [CH3:32][C:31]([OH:33])([CH3:34])[CH2:30][NH:29][CH2:2][C:3]1[N:4]([CH3:28])[C:5]2[C:10]([N:11]=1)=[C:9]([N:12]1[CH2:17][CH2:16][O:15][CH2:14][CH2:13]1)[N:8]=[C:7]([N:18]1[C:22]3[CH:23]=[CH:24][CH:25]=[CH:26][C:21]=3[N:20]=[C:19]1[CH3:27])[N:6]=2.